This data is from NCI-60 drug combinations with 297,098 pairs across 59 cell lines. The task is: Regression. Given two drug SMILES strings and cell line genomic features, predict the synergy score measuring deviation from expected non-interaction effect. Drug 1: CC(C)CN1C=NC2=C1C3=CC=CC=C3N=C2N. Drug 2: CC1CCCC2(C(O2)CC(NC(=O)CC(C(C(=O)C(C1O)C)(C)C)O)C(=CC3=CSC(=N3)C)C)C. Cell line: SN12C. Synergy scores: CSS=37.2, Synergy_ZIP=0.170, Synergy_Bliss=-0.296, Synergy_Loewe=-10.7, Synergy_HSA=-0.887.